From a dataset of Forward reaction prediction with 1.9M reactions from USPTO patents (1976-2016). Predict the product of the given reaction. (1) Given the reactants C(OC1C(C(C2C=CC(CC)=CC=2)O)=CC=CN=1)C1C=CC=CC=1.C(OC(=O)C)(=O)C.[C:32]([O:35][CH:36]([C:45]1[C:46]([O:52][CH2:53][C:54]2[CH:59]=[CH:58][CH:57]=[CH:56][CH:55]=2)=[N:47][C:48](C)=[CH:49][CH:50]=1)[C:37]1[CH:42]=[CH:41][C:40]([CH2:43][CH3:44])=[CH:39][CH:38]=1)(=[O:34])[CH3:33], predict the reaction product. The product is: [C:32]([O:35][CH:36]([C:45]1[C:46]([O:52][CH2:53][C:54]2[CH:55]=[CH:56][CH:57]=[CH:58][CH:59]=2)=[N:47][CH:48]=[CH:49][CH:50]=1)[C:37]1[CH:38]=[CH:39][C:40]([CH2:43][CH3:44])=[CH:41][CH:42]=1)(=[O:34])[CH3:33]. (2) The product is: [C:1]([O:5][C:6](=[O:31])[CH2:7][O:8][C:9]1[CH:14]=[CH:13][C:12]([Cl:15])=[CH:11][C:10]=1[C:16]#[C:17][C:18]1[CH:19]=[CH:20][C:21]([C:41]2[CH:40]=[CH:45][CH:44]=[C:43]([Cl:46])[CH:42]=2)=[C:22]([S:24]([CH3:27])(=[O:25])=[O:26])[CH:23]=1)([CH3:2])([CH3:4])[CH3:3]. Given the reactants [C:1]([O:5][C:6](=[O:31])[CH2:7][O:8][C:9]1[CH:14]=[CH:13][C:12]([Cl:15])=[CH:11][C:10]=1[C:16]#[C:17][C:18]1[CH:23]=[C:22]([S:24]([CH2:27]CC)(=[O:26])=[O:25])[CH:21]=[CH:20][C:19]=1F)([CH3:4])([CH3:3])[CH3:2].C(OC(=O)CO[C:40]1[CH:45]=[CH:44][C:43]([Cl:46])=[CH:42][C:41]=1C#C)(C)(C)C.BrC1C=CC(C2C=CC=C(Cl)C=2)=C(S(C)(=O)=O)C=1, predict the reaction product. (3) The product is: [NH:1]1[C:5]2[CH:6]=[CH:7][C:8]([O:10][C:11]3[CH:12]=[CH:13][C:14]([CH2:17][N:18]([CH:19]4[CH2:24][CH2:23][C:22]([CH3:26])([CH3:25])[CH2:21][CH2:20]4)[C:27](=[O:28])[O:29][C:30]([CH3:33])([CH3:32])[CH3:31])=[CH:15][CH:16]=3)=[CH:9][C:4]=2[N:3]=[CH:2]1. Given the reactants [NH:1]1[C:5]2[CH:6]=[CH:7][C:8]([O:10][C:11]3[CH:16]=[CH:15][C:14]([CH2:17][NH:18][CH:19]4[CH2:24][CH2:23][C:22]([CH3:26])([CH3:25])[CH2:21][CH2:20]4)=[CH:13][CH:12]=3)=[CH:9][C:4]=2[N:3]=[CH:2]1.[C:27](O[C:27]([O:29][C:30]([CH3:33])([CH3:32])[CH3:31])=[O:28])([O:29][C:30]([CH3:33])([CH3:32])[CH3:31])=[O:28].C([O-])(O)=O.[Na+], predict the reaction product. (4) The product is: [CH3:1][C@@H:2]([C@@H:8]1[C@@:12]2([CH3:28])[C@@H:13]([OH:27])[CH2:14][C@@H:15]3[C@@:20]4([CH3:26])[CH2:21][CH2:22][C@@H:23]([OH:25])[CH2:24][C@H:19]4[CH2:18][CH2:17][C@H:16]3[C@@H:11]2[CH2:10][CH2:9]1)[CH2:3][CH2:4][C:5]([O:7][CH3:30])=[O:6]. Given the reactants [CH3:1][C@@H:2]([C@@H:8]1[C@@:12]2([CH3:28])[C@@H:13]([OH:27])[CH2:14][C@@H:15]3[C@@:20]4([CH3:26])[CH2:21][CH2:22][C@@H:23]([OH:25])[CH2:24][C@H:19]4[CH2:18][CH2:17][C@H:16]3[C@@H:11]2[CH2:10][CH2:9]1)[CH2:3][CH2:4][C:5]([OH:7])=[O:6].Cl.[CH3:30]O, predict the reaction product.